Task: Predict the product of the given reaction.. Dataset: Forward reaction prediction with 1.9M reactions from USPTO patents (1976-2016) (1) Given the reactants [Cl:1][C:2]1[C:3]([C:19]2[CH:24]=[C:23]([F:25])[CH:22]=[CH:21][C:20]=2[O:26][CH3:27])=[C:4]2[CH:10]=[C:9]([C:11]3[CH2:12][CH2:13][N:14]([CH2:17]C)[CH2:15][CH:16]=3)[NH:8][C:5]2=[N:6][CH:7]=1.C([N:30]([CH2:33]C)CC)C.CNC(=O)[O:38]N1C(=O)CCC1=O.O, predict the reaction product. The product is: [Cl:1][C:2]1[C:3]([C:19]2[CH:24]=[C:23]([F:25])[CH:22]=[CH:21][C:20]=2[O:26][CH3:27])=[C:4]2[CH:10]=[C:9]([C:11]3[CH2:12][CH2:13][N:14]([C:17]([NH:30][CH3:33])=[O:38])[CH2:15][CH:16]=3)[NH:8][C:5]2=[N:6][CH:7]=1. (2) The product is: [C:30]([O-:32])(=[O:31])[CH3:29].[NH4+:12].[C:30]([OH:32])(=[O:31])[CH3:29].[Cl:36][C:34]1[CH:33]=[C:29]([CH:28]=[C:27]([Cl:26])[CH:35]=1)[C:30]([N:12]([CH2:11][C@H:10]([C:5]1[CH:6]=[CH:7][C:8]([Cl:9])=[C:3]([Cl:2])[CH:4]=1)[CH2:14][CH2:15][N:16]1[CH2:17][CH:18]([N:20]2[CH2:25][CH2:24][S:23][CH2:22][CH2:21]2)[CH2:19]1)[CH3:13])=[O:32]. Given the reactants Cl.[Cl:2][C:3]1[CH:4]=[C:5]([C@H:10]([CH2:14][CH2:15][N:16]2[CH2:19][CH:18]([N:20]3[CH2:25][CH2:24][S:23][CH2:22][CH2:21]3)[CH2:17]2)[CH2:11][NH:12][CH3:13])[CH:6]=[CH:7][C:8]=1[Cl:9].[Cl:26][C:27]1[CH:28]=[C:29]([CH:33]=[C:34]([Cl:36])[CH:35]=1)[C:30]([OH:32])=[O:31].CN(C(ON1N=NC2C=CC=CC1=2)=[N+](C)C)C.[B-](F)(F)(F)F.CCN(C(C)C)C(C)C.C([O-])(O)=O.[Na+], predict the reaction product. (3) Given the reactants [CH2:1]([O:3][C:4]([C@H:6]1[CH2:8][C@@H:7]1[C@:9]([NH2:16])([CH3:15])[C:10]([F:14])([F:13])[CH2:11][OH:12])=[O:5])[CH3:2].[N:17]#[C:18]Br, predict the reaction product. The product is: [CH2:1]([O:3][C:4]([C@H:6]1[CH2:8][C@@H:7]1[C@:9]1([CH3:15])[C:10]([F:14])([F:13])[CH2:11][O:12][C:18]([NH2:17])=[N:16]1)=[O:5])[CH3:2]. (4) Given the reactants [C:1]([CH2:3][C:4]([NH:6][C:7]1[CH:11]=[CH:10][N:9]([C:12]2[CH:17]=[CH:16][C:15]([C:18]3[O:19][CH:20]=[CH:21][CH:22]=3)=[CH:14][CH:13]=2)[C:8]=1[C:23]([O:25]CC)=O)=[O:5])#[N:2].[H-].[Na+].CO, predict the reaction product. The product is: [O:19]1[CH:20]=[CH:21][CH:22]=[C:18]1[C:15]1[CH:14]=[CH:13][C:12]([N:9]2[C:8]3[C:23]([OH:25])=[C:3]([C:1]#[N:2])[C:4](=[O:5])[NH:6][C:7]=3[CH:11]=[CH:10]2)=[CH:17][CH:16]=1. (5) Given the reactants Br[C:2]1[N:3](C(OC(C)(C)C)=O)[C:4]2[C:9]([C:10]=1[CH2:11][C:12]([O:14][CH2:15][CH3:16])=[O:13])=[CH:8][CH:7]=[CH:6][CH:5]=2.[C:24](=[S:27])([O-:26])[CH3:25].[K+].CC1(C)C2C(=C(P(C3C=CC=CC=3)C3C=CC=CC=3)C=CC=2)OC2C(P(C3C=CC=CC=3)C3C=CC=CC=3)=CC=CC1=2.CCN(C(C)C)C(C)C.C(O)(C(F)(F)F)=O, predict the reaction product. The product is: [C:24]([S:27][C:2]1[NH:3][C:4]2[C:9]([C:10]=1[CH2:11][C:12]([O:14][CH2:15][CH3:16])=[O:13])=[CH:8][CH:7]=[CH:6][CH:5]=2)(=[O:26])[CH3:25].